From a dataset of Catalyst prediction with 721,799 reactions and 888 catalyst types from USPTO. Predict which catalyst facilitates the given reaction. (1) Reactant: [CH2:1]([C:3]1[N:8]=[C:7]2[S:9][C:10]3[CH2:15][CH2:14][CH2:13][CH2:12][C:11]=3[C:6]2=[C:5]([C:16]2[CH:21]=[CH:20][C:19]([CH3:22])=[CH:18][CH:17]=2)[C:4]=1[CH:23]([CH2:29][CH2:30][CH3:31])[C:24]([O:26]CC)=[O:25])[CH3:2].[OH-].[Na+]. Product: [CH2:1]([C:3]1[N:8]=[C:7]2[S:9][C:10]3[CH2:15][CH2:14][CH2:13][CH2:12][C:11]=3[C:6]2=[C:5]([C:16]2[CH:17]=[CH:18][C:19]([CH3:22])=[CH:20][CH:21]=2)[C:4]=1[CH:23]([CH2:29][CH2:30][CH3:31])[C:24]([OH:26])=[O:25])[CH3:2]. The catalyst class is: 645. (2) Reactant: [C:1]([O:5][C:6]([NH:8][C@H:9]([CH2:14][OH:15])[CH2:10][CH:11]([CH3:13])[CH3:12])=[O:7])([CH3:4])([CH3:3])[CH3:2].CC(OI1(OC(C)=O)(OC(C)=O)OC(=O)C2C=CC=CC1=2)=O.C([O-])(O)=O.[Na+].[O-]S([O-])(=S)=O.[Na+].[Na+]. Product: [CH:14]([C@@H:9]([NH:8][C:6](=[O:7])[O:5][C:1]([CH3:2])([CH3:4])[CH3:3])[CH2:10][CH:11]([CH3:13])[CH3:12])=[O:15]. The catalyst class is: 343. (3) Reactant: [CH3:1][C:2]1([CH3:14])[C:6]([CH3:8])([CH3:7])[O:5][B:4]([C:9]2[CH:10]=[N:11][NH:12][CH:13]=2)[O:3]1.[OH-].[K+].Br[CH2:18][CH2:19][O:20][CH3:21]. Product: [CH3:21][O:20][CH2:19][CH2:18][N:12]1[CH:13]=[C:9]([B:4]2[O:5][C:6]([CH3:7])([CH3:8])[C:2]([CH3:14])([CH3:1])[O:3]2)[CH:10]=[N:11]1. The catalyst class is: 8. (4) Reactant: [F:1][C:2]([F:28])([F:27])[C:3]1[CH:8]=[CH:7][C:6]([C@H:9]2[C@H:14]([C:15]3[CH:20]=[CH:19][C:18]([C:21]([F:24])([F:23])[F:22])=[CH:17][CH:16]=3)[N:13]3[CH2:25][CH2:26][N:10]2[CH2:11][CH2:12]3)=[CH:5][CH:4]=1.[F:29][C:30]([F:37])([F:36])[S:31]([O:34]C)(=[O:33])=[O:32]. Product: [F:29][C:30]([F:37])([F:36])[S:31]([O-:34])(=[O:33])=[O:32].[F:22][C:21]([F:23])([F:24])[C:18]1[CH:17]=[CH:16][C:15]([C@H:14]2[C@H:9]([C:6]3[CH:5]=[CH:4][C:3]([C:2]([F:1])([F:27])[F:28])=[CH:8][CH:7]=3)[N:10]3[CH2:26][CH2:25][N+:13]2([CH3:30])[CH2:12][CH2:11]3)=[CH:20][CH:19]=1. The catalyst class is: 28. (5) Reactant: [N+:1]([C:4]1[CH:15]=[CH:14][C:7]2[CH2:8][CH2:9][CH2:10][C:11](=O)[CH2:12][C:6]=2[CH:5]=1)([O-:3])=[O:2].[CH2:16]([NH2:23])[C:17]1[CH:22]=[CH:21][CH:20]=[CH:19][CH:18]=1.C(O[BH-](OC(=O)C)OC(=O)C)(=O)C.[Na+].[OH-].[Na+]. Product: [CH2:16]([NH:23][CH:11]1[CH2:10][CH2:9][CH2:8][C:7]2[CH:14]=[CH:15][C:4]([N+:1]([O-:3])=[O:2])=[CH:5][C:6]=2[CH2:12]1)[C:17]1[CH:22]=[CH:21][CH:20]=[CH:19][CH:18]=1. The catalyst class is: 478.